This data is from Reaction yield outcomes from USPTO patents with 853,638 reactions. The task is: Predict the reaction yield, written as a fraction of the theoretical maximum amount of product (1.0 means a 100% yield; for example, 0.34 means a 34% yield). (1) The reactants are [NH2:1][C@H:2]1[CH2:7][CH2:6][C@H:5]([OH:8])[CH2:4][CH2:3]1.[O:9](C(OC(C)(C)C)=O)[C:10]([O:12][C:13]([CH3:16])([CH3:15])[CH3:14])=O.CO.O1CCOCC1. The catalyst is C(Cl)Cl. The product is [OH:8][C@H:5]1[CH2:6][CH2:7][C@H:2]([NH:1][C:10](=[O:9])[O:12][C:13]([CH3:16])([CH3:15])[CH3:14])[CH2:3][CH2:4]1. The yield is 0.460. (2) The reactants are [CH3:1][O:2][C:3]1[CH:12]=[CH:11][C:10]2[NH:9][C:8](=[O:13])[C:7]3[S:14][CH:15]=[CH:16][C:6]=3[C:5]=2[C:4]=1[C:17]1[CH:32]=[CH:31][C:20]([CH2:21][CH2:22][NH:23]C(=O)OC(C)(C)C)=[CH:19][CH:18]=1.C(O)(C(F)(F)F)=O. No catalyst specified. The product is [NH2:23][CH2:22][CH2:21][C:20]1[CH:19]=[CH:18][C:17]([C:4]2[C:5]3[C:6]4[CH:16]=[CH:15][S:14][C:7]=4[C:8](=[O:13])[NH:9][C:10]=3[CH:11]=[CH:12][C:3]=2[O:2][CH3:1])=[CH:32][CH:31]=1. The yield is 0.900. (3) The catalyst is C([O-])(=O)C.[Pd+2].C([O-])(=O)C.O.C1(C)C=CC=CC=1. The product is [OH:14][C:15]1[CH:20]=[CH:19][C:18]([C:2]2[C:3](=[O:13])[C:4]3[C:9]([C:10](=[O:12])[CH:11]=2)=[CH:8][CH:7]=[CH:6][CH:5]=3)=[CH:17][CH:16]=1. The reactants are Br[C:2]1[C:3](=[O:13])[C:4]2[C:9]([C:10](=[O:12])[CH:11]=1)=[CH:8][CH:7]=[CH:6][CH:5]=2.[OH:14][C:15]1[CH:20]=[CH:19][C:18](B(O)O)=[CH:17][CH:16]=1.P([O-])([O-])([O-])=O.[K+].[K+].[K+].C1(P(C2CCCCC2)C2CCCCC2)CCCCC1. The yield is 0.450. (4) The reactants are [NH2:1][C:2]1[CH:7]=[CH:6][CH:5]=[CH:4][C:3]=1[NH:8][CH2:9][CH2:10][NH:11]C(=O)OC(C)(C)C.[OH2:19].Cl[CH2:21]Cl. No catalyst specified. The product is [NH2:11][CH2:10][CH2:9][N:8]1[C:3]2[CH:4]=[CH:5][CH:6]=[CH:7][C:2]=2[NH:1][C:21]1=[O:19]. The yield is 0.370.